Dataset: Rat liver microsome stability data. Task: Regression/Classification. Given a drug SMILES string, predict its absorption, distribution, metabolism, or excretion properties. Task type varies by dataset: regression for continuous measurements (e.g., permeability, clearance, half-life) or binary classification for categorical outcomes (e.g., BBB penetration, CYP inhibition). Dataset: rlm. (1) The drug is CN1CCN(Cc2ccc(NC(=O)Cc3ccc(Oc4cc(NC(=O)C5CC5)ncn4)cc3)cc2C(F)(F)F)CC1. The result is 0 (unstable in rat liver microsomes). (2) The molecule is COc1cccc2nc(-c3cccs3)nc(NN3C(=O)C=C(C)C3=O)c12. The result is 1 (stable in rat liver microsomes). (3) The result is 1 (stable in rat liver microsomes). The molecule is NC(=O)C1CCN(c2nc(-c3ccccc3Br)cs2)CC1. (4) The compound is COc1cccc(CN(C)C(=O)N2CC(N)C(c3ccc(Cl)cc3Cl)C2)c1. The result is 0 (unstable in rat liver microsomes). (5) The compound is CC(C)(C)NS(=O)(=O)c1ccc(-c2ccc3[nH]nc(N)c3c2)cc1. The result is 1 (stable in rat liver microsomes). (6) The drug is O=C(Nc1ncc(Cc2ccc(C(F)(F)F)cc2)s1)c1c[nH]c(-c2ccccc2)n1. The result is 0 (unstable in rat liver microsomes). (7) The compound is NC(=O)c1ccsc1NC(=O)Cc1csc2ccccc12. The result is 1 (stable in rat liver microsomes). (8) The drug is NS(=O)(=O)c1ccc(NC(=O)c2cc3ncccn3n2)cc1. The result is 0 (unstable in rat liver microsomes). (9) The molecule is Fc1ccc(-c2ccc(Nc3nc(-c4ccncc4)nc4ccccc34)cc2F)c(F)c1. The result is 1 (stable in rat liver microsomes). (10) The compound is COc1ncc(-c2nc3c(n2C(C)C)C(c2ccc(Cl)cc2C)N(c2cc(Cl)ccc2C)C3=O)c(OC)n1. The result is 1 (stable in rat liver microsomes).